From a dataset of Forward reaction prediction with 1.9M reactions from USPTO patents (1976-2016). Predict the product of the given reaction. (1) Given the reactants [C:1]([C@H:5]1[CH2:10][CH2:9][C@H:8]([O:11][C:12]2[CH:13]=[C:14]3[C:19](=[CH:20][CH:21]=2)[CH:18]=[C:17]([CH:22]=O)[CH:16]=[CH:15]3)[CH2:7][CH2:6]1)([CH3:4])([CH3:3])[CH3:2].[NH2:24][CH:25]([CH3:30])[C:26]([O:28][CH3:29])=[O:27].CC(O)=O.[BH3-]C#N.[Na+], predict the reaction product. The product is: [C:1]([C@H:5]1[CH2:10][CH2:9][C@H:8]([O:11][C:12]2[CH:13]=[C:14]3[C:19](=[CH:20][CH:21]=2)[CH:18]=[C:17]([CH2:22][NH:24][CH:25]([CH3:30])[C:26]([O:28][CH3:29])=[O:27])[CH:16]=[CH:15]3)[CH2:7][CH2:6]1)([CH3:4])([CH3:3])[CH3:2]. (2) Given the reactants [N:1]1[CH:6]=[CH:5][CH:4]=[CH:3][C:2]=1[CH:7]=O.[Cl:9][C:10]1[N:15]=[N:14][C:13]([NH:16][NH2:17])=[CH:12][CH:11]=1, predict the reaction product. The product is: [Cl:9][C:10]1[N:15]=[N:14][C:13]([NH:16][N:17]=[CH:7][C:2]2[CH:3]=[CH:4][CH:5]=[CH:6][N:1]=2)=[CH:12][CH:11]=1. (3) Given the reactants [C:1]([C:5]1[CH:10]=[C:9]([C:11]([CH3:14])([CH3:13])[CH3:12])[CH:8]=[CH:7][C:6]=1[O:15][CH2:16][C:17]([F:20])([F:19])[F:18])([CH3:4])([CH3:3])[CH3:2].[I:21]N1C(=O)CCC1=O.O.C1(C)C=CC(S(O)(=O)=O)=CC=1, predict the reaction product. The product is: [C:1]([C:5]1[CH:10]=[C:9]([C:11]([CH3:13])([CH3:14])[CH3:12])[CH:8]=[C:7]([I:21])[C:6]=1[O:15][CH2:16][C:17]([F:18])([F:19])[F:20])([CH3:2])([CH3:3])[CH3:4].